Task: Predict the product of the given reaction.. Dataset: Forward reaction prediction with 1.9M reactions from USPTO patents (1976-2016) (1) Given the reactants [NH:1]1[CH2:4][CH:3]([CH2:5][CH2:6][OH:7])[CH2:2]1.F[C:9]1[CH:14]=[CH:13][CH:12]=[C:11]([CH3:15])[N:10]=1.C(N(CC)CC)C, predict the reaction product. The product is: [CH3:15][C:11]1[N:10]=[C:9]([N:1]2[CH2:4][CH:3]([CH2:5][CH2:6][OH:7])[CH2:2]2)[CH:14]=[CH:13][CH:12]=1. (2) The product is: [OH:1][C:2]1[CH:13]=[CH:12][C:5]([C:6]([N:8]([O:10][CH3:11])[CH3:9])=[O:7])=[CH:4][C:3]=1[I:14]. Given the reactants [OH:1][C:2]1[CH:13]=[CH:12][C:5]([C:6]([N:8]([O:10][CH3:11])[CH3:9])=[O:7])=[CH:4][CH:3]=1.[I:14]I, predict the reaction product. (3) Given the reactants [Cl:1][C:2]1[CH:7]=[C:6]([F:8])[CH:5]=[CH:4][C:3]=1[C:9]1[S:13][C:12]([C:14]([O:16]C)=[O:15])=[CH:11][C:10]=1[C:18]1[CH:23]=[CH:22][C:21]([O:24][CH2:25][CH2:26][CH2:27][O:28][CH:29]2[CH2:34][CH2:33][CH2:32][CH2:31][O:30]2)=[CH:20][CH:19]=1.[OH-].[Na+].CO, predict the reaction product. The product is: [Cl:1][C:2]1[CH:7]=[C:6]([F:8])[CH:5]=[CH:4][C:3]=1[C:9]1[S:13][C:12]([C:14]([OH:16])=[O:15])=[CH:11][C:10]=1[C:18]1[CH:19]=[CH:20][C:21]([O:24][CH2:25][CH2:26][CH2:27][O:28][CH:29]2[CH2:34][CH2:33][CH2:32][CH2:31][O:30]2)=[CH:22][CH:23]=1. (4) Given the reactants [NH2:1][C:2]1[C:3]([N:23]2[CH2:28][CH2:27][N:26]([C:29]3[CH:34]=[CH:33][CH:32]=[CH:31][C:30]=3[CH3:35])[CH2:25][CH2:24]2)=[CH:4][C:5]([N:20]([CH3:22])[CH3:21])=[C:6]([CH:19]=1)[C:7]([NH:9][CH2:10][CH2:11][CH2:12][N:13]1[CH2:17][CH2:16][CH2:15][C:14]1=[O:18])=[O:8].C(N(CC)C(C)C)(C)C.[O:45]1[CH:49]=[CH:48][CH:47]=[C:46]1[C:50](Cl)=[O:51], predict the reaction product. The product is: [CH3:21][N:20]([CH3:22])[C:5]1[C:6]([C:7](=[O:8])[NH:9][CH2:10][CH2:11][CH2:12][N:13]2[CH2:17][CH2:16][CH2:15][C:14]2=[O:18])=[CH:19][C:2]([NH:1][C:50]([C:46]2[O:45][CH:49]=[CH:48][CH:47]=2)=[O:51])=[C:3]([N:23]2[CH2:24][CH2:25][N:26]([C:29]3[CH:34]=[CH:33][CH:32]=[CH:31][C:30]=3[CH3:35])[CH2:27][CH2:28]2)[CH:4]=1. (5) Given the reactants [NH2:1][C:2]1[CH:7]=[CH:6][C:5]([N+:8]([O-:10])=[O:9])=[CH:4][N:3]=1.[C:11](OC(=O)C)(=[O:13])[CH3:12], predict the reaction product. The product is: [C:11]([NH:1][C:2]1[CH:7]=[CH:6][C:5]([N+:8]([O-:10])=[O:9])=[CH:4][N:3]=1)(=[O:13])[CH3:12]. (6) Given the reactants Br[C:2]1[C:3](=[O:32])[N:4]([CH2:24][CH2:25][C:26]2[CH:31]=[CH:30][CH:29]=[CH:28][CH:27]=2)[C:5]([C:9]2[CH:14]=[CH:13][CH:12]=[C:11]([F:15])[C:10]=2[O:16]CC2C=CC=CC=2)=[N:6][C:7]=1[CH3:8].[N:33]1[C:42]2[C:37](=[CH:38][C:39](B(O)O)=[CH:40][CH:41]=2)[CH:36]=[CH:35][CH:34]=1.C(=O)([O-])[O-].[Na+].[Na+], predict the reaction product. The product is: [F:15][C:11]1[C:10]([OH:16])=[C:9]([C:5]2[N:4]([CH2:24][CH2:25][C:26]3[CH:31]=[CH:30][CH:29]=[CH:28][CH:27]=3)[C:3](=[O:32])[C:2]([C:39]3[CH:38]=[C:37]4[C:42](=[CH:41][CH:40]=3)[N:33]=[CH:34][CH:35]=[CH:36]4)=[C:7]([CH3:8])[N:6]=2)[CH:14]=[CH:13][CH:12]=1. (7) The product is: [CH2:1]([CH:3]([C:6]1[N:11]2[N:12]=[C:13]([CH3:15])[C:14]([I:17])=[C:10]2[N:9]=[C:8]([CH3:16])[CH:7]=1)[CH2:4][CH3:5])[CH3:2]. Given the reactants [CH2:1]([CH:3]([C:6]1[N:11]2[N:12]=[C:13]([CH3:15])[CH:14]=[C:10]2[N:9]=[C:8]([CH3:16])[CH:7]=1)[CH2:4][CH3:5])[CH3:2].[I:17]N1C(=O)CCC1=O, predict the reaction product.